This data is from Forward reaction prediction with 1.9M reactions from USPTO patents (1976-2016). The task is: Predict the product of the given reaction. (1) Given the reactants C([O:5][C:6](=O)[NH:7][CH:8]([CH3:33])[C:9]([N:11]1[CH2:15][CH2:14][CH2:13][CH:12]1[C:16](=[O:32])[NH:17][CH:18]1[CH2:22][C:21](=[O:23])[O:20][CH:19]1[O:24][CH2:25][C:26]1[CH:31]=[CH:30][CH:29]=[CH:28][CH:27]=1)=[O:10])(C)(C)C.C(O)(C(F)(F)F)=O.CCN(C(C)C)C(C)C.[NH2:51][C:52]1[CH:60]=[CH:59][C:55](C(O)=O)=[CH:54][C:53]=1[Cl:61].C1C=CC2N(O)N=NC=2C=1.C(Cl)CCl, predict the reaction product. The product is: [CH2:25]([O:24][CH:19]1[CH:18]([NH:17][C:16]([CH:12]2[CH2:13][CH2:14][CH2:15][N:11]2[C:9](=[O:10])[CH:8]([NH:7][C:6](=[O:5])[C:55]2[CH:59]=[CH:60][C:52]([NH2:51])=[C:53]([Cl:61])[CH:54]=2)[CH3:33])=[O:32])[CH2:22][C:21](=[O:23])[O:20]1)[C:26]1[CH:27]=[CH:28][CH:29]=[CH:30][CH:31]=1. (2) Given the reactants C([SiH](CC)CC)C.[CH2:8]([O:10][C:11]([C:13]1[NH:14][CH:15]=[C:16]([C:18](=O)[CH2:19][CH2:20][C:21]2[CH:26]=[CH:25][CH:24]=[CH:23][CH:22]=2)[CH:17]=1)=[O:12])[CH3:9], predict the reaction product. The product is: [CH2:8]([O:10][C:11]([C:13]1[NH:14][CH:15]=[C:16]([CH2:18][CH2:19][CH2:20][C:21]2[CH:22]=[CH:23][CH:24]=[CH:25][CH:26]=2)[CH:17]=1)=[O:12])[CH3:9]. (3) Given the reactants [F:1][C:2]1[CH:22]=[CH:21][CH:20]=[C:19]([F:23])[C:3]=1[CH2:4][O:5][C:6]1[C:7]2[N:8]([C:12]([C:16](O)=[O:17])=[C:13]([CH3:15])[N:14]=2)[CH:9]=[CH:10][CH:11]=1.CN([CH:27]=[O:28])C, predict the reaction product. The product is: [F:1][C:2]1[CH:22]=[CH:21][CH:20]=[C:19]([F:23])[C:3]=1[CH2:4][O:5][C:6]1[C:7]2[N:8]([C:12]([C:16]([NH:14][CH2:13][CH2:12][C:16]([O:28][CH3:27])=[O:17])=[O:17])=[C:13]([CH3:15])[N:14]=2)[CH:9]=[CH:10][CH:11]=1. (4) Given the reactants [H-].[Na+].[C:3]([NH:6][CH:7]([C:13]([O:15][CH2:16][CH3:17])=[O:14])[C:8]([O:10][CH2:11][CH3:12])=[O:9])(=[O:5])[CH3:4].[C:18]([O:22][C:23](=[O:30])[CH:24](I)[CH2:25][CH2:26][CH2:27][CH3:28])([CH3:21])([CH3:20])[CH3:19], predict the reaction product. The product is: [CH2:11]([O:10][C:8](=[O:9])[C:7]([NH:6][C:3](=[O:5])[CH3:4])([C:13]([O:15][CH2:16][CH3:17])=[O:14])[CH2:28][CH2:27][CH2:26][CH2:25][CH2:24][C:23]([O:22][C:18]([CH3:19])([CH3:21])[CH3:20])=[O:30])[CH3:12]. (5) Given the reactants [F:1][C:2]([F:17])([F:16])[C:3]([C:9]1[CH:14]=[CH:13][C:12](I)=[CH:11][CH:10]=1)([OH:8])[C:4]([F:7])([F:6])[F:5].[CH:18]([C:20]1[CH:25]=[CH:24][C:23](B(O)O)=[CH:22][CH:21]=1)=[O:19].C([O-])([O-])=O.[K+].[K+], predict the reaction product. The product is: [F:1][C:2]([F:17])([F:16])[C:3]([C:9]1[CH:14]=[CH:13][C:12]([C:23]2[CH:24]=[CH:25][C:20]([CH:18]=[O:19])=[CH:21][CH:22]=2)=[CH:11][CH:10]=1)([OH:8])[C:4]([F:7])([F:6])[F:5]. (6) Given the reactants [F:1][C:2]1[CH:25]=[CH:24][CH:23]=[C:22]([F:26])[C:3]=1[C:4]([NH:6][C:7]1[CH:12]=[CH:11][C:10]([S:13][C:14]2[N:19]=[C:18](Cl)[CH:17]=[C:16]([Cl:21])[N:15]=2)=[CH:9][CH:8]=1)=[O:5].[CH3:27][C:28]1[CH:29]=[C:30]([NH2:33])[NH:31][N:32]=1.[I-].[Na+].C(N(C(C)C)CC)(C)C, predict the reaction product. The product is: [F:26][C:22]1[CH:23]=[CH:24][CH:25]=[C:2]([F:1])[C:3]=1[C:4]([NH:6][C:7]1[CH:8]=[CH:9][C:10]([S:13][C:14]2[N:15]=[C:16]([Cl:21])[CH:17]=[C:18]([NH:33][C:30]3[NH:31][N:32]=[C:28]([CH3:27])[CH:29]=3)[N:19]=2)=[CH:11][CH:12]=1)=[O:5].